The task is: Regression. Given a peptide amino acid sequence and an MHC pseudo amino acid sequence, predict their binding affinity value. This is MHC class II binding data.. This data is from Peptide-MHC class II binding affinity with 134,281 pairs from IEDB. (1) The peptide sequence is AEHQAIVRDVLAAGD. The MHC is HLA-DQA10102-DQB10602 with pseudo-sequence HLA-DQA10102-DQB10602. The binding affinity (normalized) is 0.232. (2) The peptide sequence is FFHMNIYECKGVTVK. The MHC is DRB1_0405 with pseudo-sequence DRB1_0405. The binding affinity (normalized) is 0.396.